From a dataset of Forward reaction prediction with 1.9M reactions from USPTO patents (1976-2016). Predict the product of the given reaction. (1) Given the reactants [OH:1][CH2:2][CH2:3][CH2:4][CH2:5][C:6]#[C:7][CH2:8][O:9][C:10]1[CH:15]=[CH:14][C:13]([S:16]([N:19]2[CH2:24][CH2:23][S:22][C:21]([CH3:26])([CH3:25])[C@@H:20]2[C:27]([O:29][C:30]([CH3:33])([CH3:32])[CH3:31])=[O:28])(=[O:18])=[O:17])=[CH:12][CH:11]=1.[C:34](OC(=O)C)(=[O:36])[CH3:35].N1C=CC=CC=1, predict the reaction product. The product is: [C:34]([O:1][CH2:2][CH2:3][CH2:4][CH2:5][C:6]#[C:7][CH2:8][O:9][C:10]1[CH:15]=[CH:14][C:13]([S:16]([N:19]2[CH2:24][CH2:23][S:22][C:21]([CH3:26])([CH3:25])[C@@H:20]2[C:27]([O:29][C:30]([CH3:33])([CH3:32])[CH3:31])=[O:28])(=[O:18])=[O:17])=[CH:12][CH:11]=1)(=[O:36])[CH3:35]. (2) Given the reactants Br[CH2:2][CH2:3][CH2:4][CH2:5][C:6]([O:8][C:9]([CH3:12])([CH3:11])[CH3:10])=[O:7].[OH:13][C:14]1[C:15](=[O:25])[C:16]2[C:21]([C:22](=[O:24])[CH:23]=1)=[CH:20][CH:19]=[CH:18][CH:17]=2, predict the reaction product. The product is: [O:25]=[C:15]1[C:16]2[C:21](=[CH:20][CH:19]=[CH:18][CH:17]=2)[C:22]([O:24][CH2:2][CH2:3][CH2:4][CH2:5][C:6]([O:8][C:9]([CH3:12])([CH3:11])[CH3:10])=[O:7])=[CH:23][C:14]1=[O:13]. (3) Given the reactants [CH2:1]([N:3]([CH2:36][CH3:37])[CH2:4][CH2:5][CH2:6][NH:7][C:8]1[N:9]=[C:10]([C:27]2[CH:28]=[C:29]([CH:33]=[CH:34][CH:35]=2)[C:30](O)=[O:31])[C:11]2[CH:17]=[CH:16][C:15](=[O:18])[N:14]([C:19]3[C:24]([F:25])=[CH:23][CH:22]=[CH:21][C:20]=3[F:26])[C:12]=2[N:13]=1)[CH3:2].CN(C(ON1N=NC2C=CC=CC1=2)=[N+](C)C)C.F[P-](F)(F)(F)(F)F.C(N(CC)CC)C.[F:69][C:70]1[CH:76]=[CH:75][C:73]([NH2:74])=[CH:72][CH:71]=1, predict the reaction product. The product is: [CH2:36]([N:3]([CH2:1][CH3:2])[CH2:4][CH2:5][CH2:6][NH:7][C:8]1[N:9]=[C:10]([C:27]2[CH:28]=[C:29]([CH:33]=[CH:34][CH:35]=2)[C:30]([NH:74][C:73]2[CH:75]=[CH:76][C:70]([F:69])=[CH:71][CH:72]=2)=[O:31])[C:11]2[CH:17]=[CH:16][C:15](=[O:18])[N:14]([C:19]3[C:24]([F:25])=[CH:23][CH:22]=[CH:21][C:20]=3[F:26])[C:12]=2[N:13]=1)[CH3:37]. (4) Given the reactants [CH3:1][O:2][C:3]([C:5]1[CH:17]=[C:16](I)[C:8]2[N:9]=[CH:10][N:11]([CH2:12][CH:13]([CH3:15])[CH3:14])[C:7]=2[CH:6]=1)=[O:4].[Br-].[CH3:20][C:21]1[CH:22]=[CH:23][C:24]([Zn+])=[N:25][CH:26]=1, predict the reaction product. The product is: [CH3:1][O:2][C:3]([C:5]1[CH:17]=[C:16]([C:24]2[CH:23]=[CH:22][C:21]([CH3:20])=[CH:26][N:25]=2)[C:8]2[N:9]=[CH:10][N:11]([CH2:12][CH:13]([CH3:15])[CH3:14])[C:7]=2[CH:6]=1)=[O:4]. (5) Given the reactants [CH3:1][O:2][C:3]1[CH:4]=[C:5]([CH:9]=[C:10]([N+:12]([O-:14])=[O:13])[CH:11]=1)[C:6](O)=[O:7].B.C1COCC1, predict the reaction product. The product is: [CH3:1][O:2][C:3]1[CH:4]=[C:5]([CH2:6][OH:7])[CH:9]=[C:10]([N+:12]([O-:14])=[O:13])[CH:11]=1. (6) The product is: [Br:11][C:2]1[C:3]2[C:7](=[N:6][S:5][N:4]=2)[C:8]([C:31]2[S:30][C:29]([C:27]3[S:28][C:24]([CH2:18][CH2:19][CH2:20][CH2:21][CH2:22][CH3:23])=[CH:25][CH:26]=3)=[CH:33][CH:32]=2)=[N:9][CH:1]=1. Given the reactants [CH:1]1[N:9]=[C:8](Br)[C:7]2[C:3](=[N:4][S:5][N:6]=2)[C:2]=1[Br:11].C([O-])([O-])=O.[Na+].[Na+].[CH2:18]([C:24]1[S:28][C:27]([C:29]2[S:30][C:31](B3OC(C)(C)C(C)(C)O3)=[CH:32][CH:33]=2)=[CH:26][CH:25]=1)[CH2:19][CH2:20][CH2:21][CH2:22][CH3:23].C1(C)C=CC=CC=1, predict the reaction product.